Dataset: Reaction yield outcomes from USPTO patents with 853,638 reactions. Task: Predict the reaction yield, written as a fraction of the theoretical maximum amount of product (1.0 means a 100% yield; for example, 0.34 means a 34% yield). (1) The reactants are [CH3:1][C:2]1([CH3:15])[NH:7][CH2:6][CH2:5][N:4]([C:8]2[CH:13]=[CH:12][N:11]=[CH:10][C:9]=2[NH2:14])[CH2:3]1.[H-].[Na+].[CH3:18]I.CO. The catalyst is CN(C=O)C. The product is [CH3:1][C:2]1([CH3:15])[N:7]([CH3:18])[CH2:6][CH2:5][N:4]([C:8]2[CH:13]=[CH:12][N:11]=[CH:10][C:9]=2[NH2:14])[CH2:3]1. The yield is 0.730. (2) The product is [CH2:36]([NH:38][C:39]([NH:17][CH2:16][C:9]1[C:10]2[C:15](=[CH:14][CH:13]=[CH:12][CH:11]=2)[C:6](/[CH:5]=[CH:4]/[CH:3]([C:18]2[CH:19]=[C:20]([Cl:26])[C:21]([Cl:25])=[C:22]([Cl:24])[CH:23]=2)[C:2]([F:1])([F:27])[F:28])=[CH:7][CH:8]=1)=[O:40])[CH3:37]. The reactants are [F:1][C:2]([F:28])([F:27])[CH:3]([C:18]1[CH:23]=[C:22]([Cl:24])[C:21]([Cl:25])=[C:20]([Cl:26])[CH:19]=1)/[CH:4]=[CH:5]/[C:6]1[C:15]2[C:10](=[CH:11][CH:12]=[CH:13][CH:14]=2)[C:9]([CH2:16][NH2:17])=[CH:8][CH:7]=1.CCN(CC)CC.[CH2:36]([N:38]=[C:39]=[O:40])[CH3:37]. The catalyst is C(Cl)Cl. The yield is 0.600. (3) The reactants are [NH2:1][C:2]1[CH:3]=[C:4]2[C:8](=[CH:9][CH:10]=1)[C:7](=[C:11]1[C:19]3[C:14](=[CH:15][CH:16]=[CH:17][CH:18]=3)[NH:13][C:12]1=[O:20])[O:6][CH2:5]2.C(N(CC)C(C)C)(C)C.[C:30](Cl)(=[O:32])[CH3:31]. The catalyst is C1COCC1. The product is [O:20]=[C:12]1[C:11](=[C:7]2[C:8]3[C:4](=[CH:3][C:2]([NH:1][C:30](=[O:32])[CH3:31])=[CH:10][CH:9]=3)[CH2:5][O:6]2)[C:19]2[C:14](=[CH:15][CH:16]=[CH:17][CH:18]=2)[NH:13]1. The yield is 0.730. (4) The reactants are [CH:1]1([C@@:7]([OH:17])([C:11]2[CH:16]=[CH:15][CH:14]=[CH:13][CH:12]=2)[CH:8]=[N:9][OH:10])[CH2:6][CH2:5][CH2:4][CH2:3][CH2:2]1.N1C(C)=CC=CC=1C.FC(F)(F)S(O[Si:32]([CH3:35])([CH3:34])[CH3:33])(=O)=O. The catalyst is C(Cl)Cl.CO. The product is [CH:11]1([C@:7]([C:1]2[CH:6]=[CH:5][CH:4]=[CH:3][CH:2]=2)([O:17][Si:32]([CH3:35])([CH3:34])[CH3:33])[CH:8]=[N:9][OH:10])[CH2:12][CH2:13][CH2:14][CH2:15][CH2:16]1. The yield is 0.960. (5) The catalyst is C(O)C.O.[Fe]. The reactants are [Cl-].[NH4+].[Br:3][C:4]1[CH:5]=[C:6]([N+:11]([O-])=O)[C:7]([CH3:10])=[N:8][CH:9]=1. The product is [Br:3][C:4]1[CH:5]=[C:6]([NH2:11])[C:7]([CH3:10])=[N:8][CH:9]=1. The yield is 0.370. (6) The reactants are [C:1]([Cl:4])(=O)C.[N+:5]([C:8]1[CH:17]=[C:16]2[C:11]([CH2:12][C@@H:13]([C:18]([OH:20])=[O:19])[NH:14][CH2:15]2)=[CH:10][CH:9]=1)([O-:7])=[O:6]. The catalyst is CO. The product is [ClH:4].[N+:5]([C:8]1[CH:17]=[C:16]2[C:11]([CH2:12][C@@H:13]([C:18]([O:20][CH3:1])=[O:19])[NH:14][CH2:15]2)=[CH:10][CH:9]=1)([O-:7])=[O:6]. The yield is 1.00. (7) The reactants are [Cl:1][C:2]1[N:7]=[C:6](Cl)[C:5]([O:9][CH3:10])=[CH:4][N:3]=1.[C:11]([NH:14][CH2:15][CH2:16][NH2:17])(=[O:13])[CH3:12].C(N(C(C)C)C(C)C)C. The catalyst is C(O)C. The product is [Cl:1][C:2]1[N:7]=[C:6]([NH:17][CH2:16][CH2:15][NH:14][C:11](=[O:13])[CH3:12])[C:5]([O:9][CH3:10])=[CH:4][N:3]=1. The yield is 0.580. (8) The reactants are [NH2:1][CH2:2][C:3]1[CH:4]=[CH:5][C:6]([CH2:11][N:12]([CH2:23][C:24]2[CH:29]=[C:28]([C:30]([CH3:33])([CH3:32])[CH3:31])[CH:27]=[CH:26][N:25]=2)[CH:13]2[C:22]3[N:21]=[CH:20][CH:19]=[CH:18][C:17]=3[CH2:16][CH2:15][CH2:14]2)=[C:7]([CH2:9][OH:10])[CH:8]=1.Cl.[CH2:35]1[C:44]2[C:39](=[CH:40][CH:41]=[CH:42][CH:43]=2)[CH2:38][CH:37]([C:45](O)=[O:46])[NH:36]1.C1C=CC2N(O)N=NC=2C=1.CCN=C=NCCCN(C)C.CCN(C(C)C)C(C)C. The catalyst is C(Cl)Cl. The product is [C:30]([C:28]1[CH:27]=[CH:26][N:25]=[C:24]([CH2:23][N:12]([CH2:11][C:6]2[CH:5]=[CH:4][C:3]([CH2:2][NH:1][C:45]([CH:37]3[CH2:38][C:39]4[C:44](=[CH:43][CH:42]=[CH:41][CH:40]=4)[CH2:35][NH:36]3)=[O:46])=[CH:8][C:7]=2[CH2:9][OH:10])[CH:13]2[C:22]3[N:21]=[CH:20][CH:19]=[CH:18][C:17]=3[CH2:16][CH2:15][CH2:14]2)[CH:29]=1)([CH3:33])([CH3:32])[CH3:31]. The yield is 0.280. (9) The reactants are [CH3:1][C:2]1[CH:7]=[C:6]([N:8]2[CH:12]=[C:11]([Si](C)(C)C)[N:10]=[N:9]2)[CH:5]=[C:4]([CH3:17])[C:3]=1[C:18]1[C:22](=[O:23])[CH2:21][CH:20]([CH2:24][CH2:25][NH:26][C:27]([C:29]2[CH:34]=[CH:33][CH:32]=[CH:31][N:30]=2)=[O:28])[C:19]=1[O:35][CH3:36].[Cl:37]N1C(=O)CCC1=O. The catalyst is C(#N)C. The product is [Cl:37][C:11]1[N:10]=[N:9][N:8]([C:6]2[CH:5]=[C:4]([CH3:17])[C:3]([C:18]3[C:22](=[O:23])[CH2:21][CH:20]([CH2:24][CH2:25][NH:26][C:27]([C:29]4[CH:34]=[CH:33][CH:32]=[CH:31][N:30]=4)=[O:28])[C:19]=3[O:35][CH3:36])=[C:2]([CH3:1])[CH:7]=2)[CH:12]=1. The yield is 0.580.